The task is: Predict which catalyst facilitates the given reaction.. This data is from Catalyst prediction with 721,799 reactions and 888 catalyst types from USPTO. (1) Reactant: [CH2:1]([N:5]1[C:13]([N:14]2[CH2:19][CH2:18][NH:17][C@H:16]([CH3:20])[CH2:15]2)=[N:12][C:11]2[C:6]1=[N:7][C:8]([C:27]1[CH:28]=[N:29][C:30]([NH2:33])=[N:31][CH:32]=1)=[N:9][C:10]=2[N:21]1[CH2:26][CH2:25][O:24][CH2:23][CH2:22]1)[CH:2]([CH3:4])[CH3:3].C1(N=C=NC2CCCCC2)CCCCC1.ON1C2C=CC=CC=2N=N1.[OH:59][C@H:60]([CH3:65])[CH2:61][C:62](O)=[O:63]. Product: [NH2:33][C:30]1[N:31]=[CH:32][C:27]([C:8]2[N:7]=[C:6]3[C:11]([N:12]=[C:13]([N:14]4[CH2:19][CH2:18][N:17]([C:62](=[O:63])[CH2:61][C@H:60]([OH:59])[CH3:65])[C@H:16]([CH3:20])[CH2:15]4)[N:5]3[CH2:1][CH:2]([CH3:4])[CH3:3])=[C:10]([N:21]3[CH2:26][CH2:25][O:24][CH2:23][CH2:22]3)[N:9]=2)=[CH:28][N:29]=1. The catalyst class is: 9. (2) Reactant: [N:1]([CH:4]1[CH2:10][CH2:9][N:8]([C:11]2[N:15]([CH3:16])[N:14]=[CH:13][C:12]=2[N+:17]([O-:19])=[O:18])[CH2:7][CH:6]([O:20][CH3:21])[CH2:5]1)=[N+]=[N-].C1(P(C2C=CC=CC=2)C2C=CC=CC=2)C=CC=CC=1. Product: [CH3:21][O:20][CH:6]1[CH2:7][N:8]([C:11]2[N:15]([CH3:16])[N:14]=[CH:13][C:12]=2[N+:17]([O-:19])=[O:18])[CH2:9][CH2:10][CH:4]([NH2:1])[CH2:5]1. The catalyst class is: 20.